From a dataset of Full USPTO retrosynthesis dataset with 1.9M reactions from patents (1976-2016). Predict the reactants needed to synthesize the given product. (1) Given the product [O:3]1[CH2:4][CH2:5][CH2:6][O:1][CH:2]1[C:7]1[CH:12]=[CH:11][C:10]([C:13]2[S:14][C:15]3[C:20]([N:21]=2)=[CH:19][CH:18]=[C:17]([C:22]2([C:30]4[CH:35]=[CH:34][CH:33]=[CH:32][CH:31]=4)[CH2:26][CH2:27][CH:25]=[CH:24][CH2:23]2)[N:16]=3)=[C:9]([F:36])[CH:8]=1, predict the reactants needed to synthesize it. The reactants are: [O:1]1[CH2:6][CH2:5][CH2:4][O:3][CH:2]1[C:7]1[CH:12]=[CH:11][C:10]([C:13]2[S:14][C:15]3[C:20]([N:21]=2)=[CH:19][CH:18]=[C:17]([C:22]([C:30]2[CH:35]=[CH:34][CH:33]=[CH:32][CH:31]=2)([CH2:26][CH2:27]C=C)[CH2:23][CH:24]=[CH2:25])[N:16]=3)=[C:9]([F:36])[CH:8]=1.O. (2) Given the product [O:13]1[C:17]2[CH:18]=[CH:19][C:20]([C:22]3[S:23][CH:24]=[C:25]([C:27]([NH:2][C:3]4[NH:4][C:5]([C:8](=[O:9])[N:10]([CH3:12])[CH3:11])=[N:6][N:7]=4)=[O:28])[N:26]=3)=[CH:21][C:16]=2[CH2:15][CH2:14]1, predict the reactants needed to synthesize it. The reactants are: Cl.[NH2:2][C:3]1[NH:7][N:6]=[C:5]([C:8]([N:10]([CH3:12])[CH3:11])=[O:9])[N:4]=1.[O:13]1[C:17]2[CH:18]=[CH:19][C:20]([C:22]3[S:23][CH:24]=[C:25]([C:27](O)=[O:28])[N:26]=3)=[CH:21][C:16]=2[CH2:15][CH2:14]1.N1C=CC=CC=1. (3) Given the product [CH2:1]([C:3]1[N:7]([C:8]2[N:16]=[C:15]3[C:11]([N:12]=[C:13]([CH2:18][N:37]4[CH2:38][CH2:39][CH:34]([CH:32]5[CH2:33][O:30][CH2:31]5)[CH2:35][CH2:36]4)[N:14]3[CH3:17])=[C:10]([N:20]3[CH2:25][CH2:24][O:23][CH2:22][CH2:21]3)[N:9]=2)[C:6]2[CH:26]=[CH:27][CH:28]=[CH:29][C:5]=2[N:4]=1)[CH3:2], predict the reactants needed to synthesize it. The reactants are: [CH2:1]([C:3]1[N:7]([C:8]2[N:16]=[C:15]3[C:11]([N:12]=[C:13]([CH:18]=O)[N:14]3[CH3:17])=[C:10]([N:20]3[CH2:25][CH2:24][O:23][CH2:22][CH2:21]3)[N:9]=2)[C:6]2[CH:26]=[CH:27][CH:28]=[CH:29][C:5]=2[N:4]=1)[CH3:2].[O:30]1[CH2:33][CH:32]([CH:34]2[CH2:39][CH2:38][NH:37][CH2:36][CH2:35]2)[CH2:31]1.COC(OC)OC.C(O)(=O)C.C(O[BH-](OC(=O)C)OC(=O)C)(=O)C.[Na+]. (4) The reactants are: [F:1][C:2]1[CH:3]=[C:4]([CH:22]=[CH:23][C:24]=1[CH2:25][S:26]([CH3:29])(=[O:28])=[O:27])[O:5][CH2:6][CH2:7][CH2:8][CH:9]1[CH2:14][CH2:13][N:12](C(OC(C)(C)C)=O)[CH2:11][CH2:10]1.Cl. Given the product [F:1][C:2]1[CH:3]=[C:4]([CH:22]=[CH:23][C:24]=1[CH2:25][S:26]([CH3:29])(=[O:27])=[O:28])[O:5][CH2:6][CH2:7][CH2:8][CH:9]1[CH2:10][CH2:11][NH:12][CH2:13][CH2:14]1, predict the reactants needed to synthesize it. (5) Given the product [CH3:16][C:17]1[CH:18]=[CH:19][C:20]([C:2]2[CH:3]=[C:4]([C:12]([O:14][CH3:15])=[O:13])[CH:5]=[C:6]([CH:11]=2)[C:7]([O:9][CH3:10])=[O:8])=[N:21][CH:22]=1, predict the reactants needed to synthesize it. The reactants are: Br[C:2]1[CH:3]=[C:4]([C:12]([O:14][CH3:15])=[O:13])[CH:5]=[C:6]([CH:11]=1)[C:7]([O:9][CH3:10])=[O:8].[CH3:16][C:17]1[CH:18]=[CH:19][C:20]([Sn](CCCC)(CCCC)CCCC)=[N:21][CH:22]=1.